Dataset: Forward reaction prediction with 1.9M reactions from USPTO patents (1976-2016). Task: Predict the product of the given reaction. (1) Given the reactants [F:1][C:2]1[CH:7]=[CH:6][C:5]([C:8](=O)[CH3:9])=[CH:4][CH:3]=1.Cl.[O:12]([NH2:14])[CH3:13], predict the reaction product. The product is: [CH3:13][O:12][N:14]=[C:8]([C:5]1[CH:6]=[CH:7][C:2]([F:1])=[CH:3][CH:4]=1)[CH3:9]. (2) Given the reactants Br[C:2]1[CH:3]=[C:4]([CH:10]([NH:16][C:17]2[CH:22]=[CH:21][C:20]([C:23]#[N:24])=[CH:19][CH:18]=2)[C:11]([O:13][CH2:14][CH3:15])=[O:12])[CH:5]=[C:6]([CH2:8][OH:9])[CH:7]=1.C1(P(C2C=CC=CC=2)C2C=CC=CC=2)C=CC=CC=1.[CH3:44][Si:45]([C:48]#[CH:49])([CH3:47])[CH3:46], predict the reaction product. The product is: [C:23]([C:20]1[CH:21]=[CH:22][C:17]([NH:16][CH:10]([C:4]2[CH:3]=[C:2]([C:49]#[C:48][Si:45]([CH3:47])([CH3:46])[CH3:44])[CH:7]=[C:6]([CH2:8][OH:9])[CH:5]=2)[C:11]([O:13][CH2:14][CH3:15])=[O:12])=[CH:18][CH:19]=1)#[N:24]. (3) Given the reactants [N:1]1([C:10]2[CH:17]=[CH:16][C:13]([C:14]#[N:15])=[CH:12][CH:11]=2)[C:5]2=[N:6][CH:7]=[CH:8][CH:9]=[C:4]2[CH:3]=[CH:2]1.[NH2:18][C:19]1[CH:20]=[N:21][C:22]([CH3:25])=[CH:23][CH:24]=1.[H-].[Na+].CCOC(C)=O, predict the reaction product. The product is: [CH3:25][C:22]1[N:21]=[CH:20][C:19]([N:18]=[C:14]([NH2:15])[C:13]2[CH:12]=[CH:11][C:10]([N:1]3[C:5]4=[N:6][CH:7]=[CH:8][CH:9]=[C:4]4[CH:3]=[CH:2]3)=[CH:17][CH:16]=2)=[CH:24][CH:23]=1. (4) The product is: [C:1]([O:5][C:6]([N:8]1[CH2:12][CH2:11][CH2:10][CH:9]1[C:13](=[O:15])[N:17]([O:18][CH3:19])[CH3:16])=[O:7])([CH3:2])([CH3:3])[CH3:4]. Given the reactants [C:1]([O:5][C:6]([N:8]1[CH2:12][CH2:11][CH2:10][CH:9]1[C:13]([OH:15])=O)=[O:7])([CH3:4])([CH3:3])[CH3:2].[CH3:16][NH:17][O:18][CH3:19].Cl, predict the reaction product. (5) Given the reactants [NH2:1][C:2]1[CH:7]=[CH:6][C:5]([C:8]#[C:9][C:10]2[C:11]([NH2:17])=[N:12][CH:13]=[N:14][C:15]=2[NH2:16])=[CH:4][CH:3]=1.C(N(CC)CC)C.C1([O:31][C:32](=O)[NH:33][C:34]2[S:35][C:36]([C:39]([CH3:42])([CH3:41])[CH3:40])=[N:37][N:38]=2)C=CC=CC=1, predict the reaction product. The product is: [C:39]([C:36]1[S:35][C:34]([NH:33][C:32]([NH:1][C:2]2[CH:7]=[CH:6][C:5]([C:8]#[C:9][C:10]3[C:15]([NH2:16])=[N:14][CH:13]=[N:12][C:11]=3[NH2:17])=[CH:4][CH:3]=2)=[O:31])=[N:38][N:37]=1)([CH3:42])([CH3:40])[CH3:41]. (6) Given the reactants Br[C:2]1[CH:3]=[C:4]2[C:8](=[CH:9][CH:10]=1)[N:7]([C:11]([O:13][C:14]([CH3:17])([CH3:16])[CH3:15])=[O:12])[CH:6]=[CH:5]2.[Si](OC1C=CC(N)=CC=1)(C(C)(C)C)(C)C.[CH3:33][C:34]1[CH:40]=[CH:39][C:37]([NH2:38])=[CH:36][CH:35]=1, predict the reaction product. The product is: [CH3:33][C:34]1[CH:40]=[CH:39][C:37]([NH:38][C:2]2[CH:3]=[C:4]3[C:8](=[CH:9][CH:10]=2)[N:7]([C:11]([O:13][C:14]([CH3:17])([CH3:16])[CH3:15])=[O:12])[CH:6]=[CH:5]3)=[CH:36][CH:35]=1. (7) Given the reactants C([O:3][C:4]([C:6]1[CH:7]=[C:8]2[C:13](=[CH:14][CH:15]=1)[NH:12][CH:11]([C:16]1[CH:17]=[N:18][CH:19]=[C:20]([C:22]3[CH:27]=[CH:26][C:25]([C:28]([CH3:31])([CH3:30])[CH3:29])=[CH:24][CH:23]=3)[CH:21]=1)[CH2:10][C:9]2([CH3:33])[CH3:32])=[O:5])C.Cl, predict the reaction product. The product is: [C:28]([C:25]1[CH:24]=[CH:23][C:22]([C:20]2[CH:21]=[C:16]([CH:11]3[CH2:10][C:9]([CH3:33])([CH3:32])[C:8]4[C:13](=[CH:14][CH:15]=[C:6]([C:4]([OH:5])=[O:3])[CH:7]=4)[NH:12]3)[CH:17]=[N:18][CH:19]=2)=[CH:27][CH:26]=1)([CH3:31])([CH3:29])[CH3:30].